This data is from NCI-60 drug combinations with 297,098 pairs across 59 cell lines. The task is: Regression. Given two drug SMILES strings and cell line genomic features, predict the synergy score measuring deviation from expected non-interaction effect. (1) Drug 1: CCC1=C2CN3C(=CC4=C(C3=O)COC(=O)C4(CC)O)C2=NC5=C1C=C(C=C5)O. Drug 2: C(CCl)NC(=O)N(CCCl)N=O. Cell line: EKVX. Synergy scores: CSS=9.83, Synergy_ZIP=-2.41, Synergy_Bliss=0.669, Synergy_Loewe=-6.34, Synergy_HSA=-0.780. (2) Drug 1: C1CC(=O)NC(=O)C1N2CC3=C(C2=O)C=CC=C3N. Drug 2: COC1=CC(=CC(=C1O)OC)C2C3C(COC3=O)C(C4=CC5=C(C=C24)OCO5)OC6C(C(C7C(O6)COC(O7)C8=CC=CS8)O)O. Cell line: NCI-H322M. Synergy scores: CSS=12.1, Synergy_ZIP=-0.383, Synergy_Bliss=1.74, Synergy_Loewe=1.86, Synergy_HSA=2.53. (3) Drug 1: CN1C2=C(C=C(C=C2)N(CCCl)CCCl)N=C1CCCC(=O)O.Cl. Drug 2: CC1=C(C=C(C=C1)C(=O)NC2=CC(=CC(=C2)C(F)(F)F)N3C=C(N=C3)C)NC4=NC=CC(=N4)C5=CN=CC=C5. Cell line: PC-3. Synergy scores: CSS=-0.418, Synergy_ZIP=0.424, Synergy_Bliss=0.451, Synergy_Loewe=-2.28, Synergy_HSA=-1.88. (4) Drug 1: CNC(=O)C1=NC=CC(=C1)OC2=CC=C(C=C2)NC(=O)NC3=CC(=C(C=C3)Cl)C(F)(F)F. Drug 2: CC(C)NC(=O)C1=CC=C(C=C1)CNNC.Cl. Cell line: NCI-H322M. Synergy scores: CSS=9.36, Synergy_ZIP=-3.86, Synergy_Bliss=1.45, Synergy_Loewe=1.80, Synergy_HSA=2.40. (5) Drug 1: CN(CC1=CN=C2C(=N1)C(=NC(=N2)N)N)C3=CC=C(C=C3)C(=O)NC(CCC(=O)O)C(=O)O. Drug 2: CCC1(CC2CC(C3=C(CCN(C2)C1)C4=CC=CC=C4N3)(C5=C(C=C6C(=C5)C78CCN9C7C(C=CC9)(C(C(C8N6C=O)(C(=O)OC)O)OC(=O)C)CC)OC)C(=O)OC)O.OS(=O)(=O)O. Cell line: NCI/ADR-RES. Synergy scores: CSS=6.52, Synergy_ZIP=-3.11, Synergy_Bliss=-4.04, Synergy_Loewe=-3.85, Synergy_HSA=-2.81. (6) Drug 1: CCCS(=O)(=O)NC1=C(C(=C(C=C1)F)C(=O)C2=CNC3=C2C=C(C=N3)C4=CC=C(C=C4)Cl)F. Drug 2: CC(C)NC(=O)C1=CC=C(C=C1)CNNC.Cl. Cell line: TK-10. Synergy scores: CSS=9.33, Synergy_ZIP=-0.790, Synergy_Bliss=2.66, Synergy_Loewe=-4.08, Synergy_HSA=0.498.